Dataset: Reaction yield outcomes from USPTO patents with 853,638 reactions. Task: Predict the reaction yield, written as a fraction of the theoretical maximum amount of product (1.0 means a 100% yield; for example, 0.34 means a 34% yield). (1) The reactants are Br[C:2]1[CH:7]=[CH:6][C:5]([N:8]2[C:12]([CH2:13][C@@H:14]3[CH2:18][CH2:17][N:16]([C:19]([CH:21]4[CH2:23][CH2:22]4)=[O:20])[CH2:15]3)=[N:11][NH:10][C:9]2=[O:24])=[CH:4][CH:3]=1.CC1(C)C(C)(C)OB([C:33]2[CH:34]=[CH:35][C:36]3[O:40][CH:39]=[CH:38][C:37]=3[CH:41]=2)O1.C(=O)([O-])[O-].[K+].[K+]. The catalyst is O1CCOCC1. The product is [O:40]1[C:36]2[CH:35]=[CH:34][C:33]([C:2]3[CH:7]=[CH:6][C:5]([N:8]4[C:12]([CH2:13][C@@H:14]5[CH2:18][CH2:17][N:16]([C:19]([CH:21]6[CH2:23][CH2:22]6)=[O:20])[CH2:15]5)=[N:11][NH:10][C:9]4=[O:24])=[CH:4][CH:3]=3)=[CH:41][C:37]=2[CH:38]=[CH:39]1. The yield is 0.690. (2) The product is [F:6][C:7]1[CH:12]=[C:11]([O:13][CH3:14])[CH:10]=[C:9]([F:15])[C:8]=1[C:23]([OH:24])([CH3:25])[C:22]([F:27])([F:26])[F:21]. The catalyst is CCCCCC. The reactants are C1COCC1.[F:6][C:7]1[CH:12]=[C:11]([O:13][CH3:14])[CH:10]=[C:9]([F:15])[CH:8]=1.C([Li])CCC.[F:21][C:22]([F:27])([F:26])[C:23]([CH3:25])=[O:24]. The yield is 0.780. (3) The reactants are [Br:1][C:2]1[CH:3]=[C:4]2[C@:15]3([CH2:19][S:18][C:17]([NH2:20])=[N:16]3)[C:14]3[C:9](=[CH:10][CH:11]=[C:12](I)[CH:13]=3)[O:8][C:5]2=[N:6][CH:7]=1.C(=O)([O-])[O-].[K+].[K+].[F:28][C:29]1[CH:34]=[CH:33][N:32]=[CH:31][C:30]=1B(O)O.O1CCOCC1. The catalyst is C1C=CC([P]([Pd]([P](C2C=CC=CC=2)(C2C=CC=CC=2)C2C=CC=CC=2)([P](C2C=CC=CC=2)(C2C=CC=CC=2)C2C=CC=CC=2)[P](C2C=CC=CC=2)(C2C=CC=CC=2)C2C=CC=CC=2)(C2C=CC=CC=2)C2C=CC=CC=2)=CC=1.O. The product is [Br:1][C:2]1[CH:3]=[C:4]2[C@:15]3([CH2:19][S:18][C:17]([NH2:20])=[N:16]3)[C:14]3[C:9](=[CH:10][CH:11]=[C:12]([C:30]4[CH:31]=[N:32][CH:33]=[CH:34][C:29]=4[F:28])[CH:13]=3)[O:8][C:5]2=[N:6][CH:7]=1. The yield is 0.460. (4) The reactants are S(Cl)([Cl:3])=O.[CH2:5]([O:12][C:13]1[CH:22]=[C:21]2[C:16]([C:17](=O)[CH:18]=[CH:19][NH:20]2)=[CH:15][C:14]=1[C:24]([O:26]C1C=CC=CC=1)=O)[C:6]1[CH:11]=[CH:10][CH:9]=[CH:8][CH:7]=1.C[N:34]([CH3:37])C=O. No catalyst specified. The product is [CH3:37][NH:34][C:24]([C:14]1[CH:15]=[C:16]2[C:21](=[CH:22][C:13]=1[O:12][CH2:5][C:6]1[CH:11]=[CH:10][CH:9]=[CH:8][CH:7]=1)[N:20]=[CH:19][CH:18]=[C:17]2[Cl:3])=[O:26]. The yield is 0.897. (5) The reactants are [CH3:1][C:2]1([CH3:21])[N:5]([C:6](=[O:9])[CH2:7][OH:8])[N:4]([CH:10]2[CH:17]3[CH2:18][CH:13]4[CH2:14][CH:15]([CH2:19][CH:11]2[CH2:12]4)[CH2:16]3)[C:3]1=[O:20].[OH-].[Na+].[Br:24][C:25]1[CH:26]=[CH:27][C:28](F)=[N:29][CH:30]=1.O. The catalyst is CN(C)C=O. The product is [Br:24][C:25]1[CH:26]=[CH:27][C:28]([O:8][CH2:7][C:6]([N:5]2[C:2]([CH3:21])([CH3:1])[C:3](=[O:20])[N:4]2[CH:10]2[CH:11]3[CH2:12][CH:13]4[CH2:14][CH:15]([CH2:16][CH:17]2[CH2:18]4)[CH2:19]3)=[O:9])=[N:29][CH:30]=1. The yield is 0.102. (6) The reactants are [N:1]([CH2:4][CH2:5][NH:6][C:7]1[CH:8]=[C:9]2[C:14](=[C:15]([Cl:17])[CH:16]=1)[N:13]=[CH:12][C:11]([C:18]#[N:19])=[C:10]2[NH:20][C:21]1[CH:26]=[CH:25][C:24]([F:27])=[C:23]([Cl:28])[CH:22]=1)=[N+:2]=[N-:3].C[Si]([C:33]#[CH:34])(C)C.O=C1O[C@H]([C@H](CO)O)C([O-])=C1O.[Na+]. The catalyst is CN(C=O)C. The product is [Cl:17][C:15]1[CH:16]=[C:7]([NH:6][CH2:5][CH2:4][N:1]2[CH:34]=[CH:33][N:3]=[N:2]2)[CH:8]=[C:9]2[C:14]=1[N:13]=[CH:12][C:11]([C:18]#[N:19])=[C:10]2[NH:20][C:21]1[CH:26]=[CH:25][C:24]([F:27])=[C:23]([Cl:28])[CH:22]=1. The yield is 0.170. (7) The reactants are [Br:1][C:2]1[CH:7]=[CH:6][C:5]([C:8]2[S:12][C:11]([C:13]([OH:15])=O)=[N:10][C:9]=2[C:16]2[CH:21]=[CH:20][C:19]([Cl:22])=[CH:18][C:17]=2[Cl:23])=[CH:4][CH:3]=1.C(N(C(C)C)CC)(C)C.[CH:33]1[CH:38]=[N:37][C:36]2N(O)N=N[C:35]=2[CH:34]=1.F[P-](F)(F)(F)(F)F.ClC1N(C)CC[NH+]1C.C(N)CCCC. The catalyst is ClCCl. The product is [Br:1][C:2]1[CH:7]=[CH:6][C:5]([C:8]2[S:12][C:11]([C:13]([NH:37][CH2:36][CH2:35][CH2:34][CH2:33][CH3:38])=[O:15])=[N:10][C:9]=2[C:16]2[CH:21]=[CH:20][C:19]([Cl:22])=[CH:18][C:17]=2[Cl:23])=[CH:4][CH:3]=1. The yield is 0.480.